From a dataset of Full USPTO retrosynthesis dataset with 1.9M reactions from patents (1976-2016). Predict the reactants needed to synthesize the given product. (1) Given the product [Na:34].[CH3:1][O:2][C:3]1[CH:4]=[CH:5][C:6]2[N:10]=[C:9]([S@:11]([CH2:13][C:14]3[C:19]([CH3:20])=[C:18]([O:21][CH3:22])[C:17]([CH3:23])=[CH:16][N:15]=3)=[O:12])[NH:8][C:7]=2[CH:24]=1, predict the reactants needed to synthesize it. The reactants are: [CH3:1][O:2][C:3]1[CH:4]=[CH:5][C:6]2[N:10]=[C:9]([S@:11]([CH2:13][C:14]3[C:19]([CH3:20])=[C:18]([O:21][CH3:22])[C:17]([CH3:23])=[CH:16][N:15]=3)=[O:12])[NH:8][C:7]=2[CH:24]=1.[OH-].[Na+].C1(C)C=CC=CC=1.[Na:34].COC1C=CC2N=C(S(CC3C(C)=C(OC)C(C)=CN=3)=O)NC=2C=1. (2) Given the product [F:30][C:31]1[CH:40]=[CH:39][C:38]2[CH:41]=[CH:42][C:43](=[O:44])[N:36]3[C:37]=2[C:32]=1[C:33](=[CH:2][O:3][CH3:4])[CH2:34][CH2:35]3, predict the reactants needed to synthesize it. The reactants are: [Cl-].[CH3:2][O:3][CH:4]=C1C=CC=CC1[PH+](C1C=CC=CC=1)C1C=CC=CC=1.CC(C)([O-])C.[K+].[F:30][C:31]1[CH:40]=[CH:39][C:38]2[CH:41]=[CH:42][C:43](=[O:44])[N:36]3[C:37]=2[C:32]=1[C:33](=O)[CH2:34][CH2:35]3.O.